This data is from Reaction yield outcomes from USPTO patents with 853,638 reactions. The task is: Predict the reaction yield, written as a fraction of the theoretical maximum amount of product (1.0 means a 100% yield; for example, 0.34 means a 34% yield). (1) The reactants are [CH3:1][C:2]1[CH:11]=[CH:10][CH:9]=[C:8]([CH2:12][O:13][C@@H:14]2[CH2:19][CH2:18][CH2:17][C@H:16]([O:20][CH2:21][C:22]3[N:23]=[C:24]([C:28]4[CH:33]=[CH:32][C:31]([CH3:34])=[CH:30][CH:29]=4)[O:25][C:26]=3[CH3:27])[CH2:15]2)[C:3]=1[C:4]([O:6]C)=[O:5].[OH-].[K+]. The catalyst is C(O)(C)C.O. The product is [CH3:1][C:2]1[CH:11]=[CH:10][CH:9]=[C:8]([CH2:12][O:13][C@@H:14]2[CH2:19][CH2:18][CH2:17][C@H:16]([O:20][CH2:21][C:22]3[N:23]=[C:24]([C:28]4[CH:29]=[CH:30][C:31]([CH3:34])=[CH:32][CH:33]=4)[O:25][C:26]=3[CH3:27])[CH2:15]2)[C:3]=1[C:4]([OH:6])=[O:5]. The yield is 0.570. (2) The reactants are [Cl:1][C:2]1[CH:7]=[CH:6][C:5]([S:8]([N:11]([CH2:21][C:22]2[CH:30]=[CH:29][C:25]([C:26](O)=[O:27])=[CH:24][CH:23]=2)[C@H:12]([C:15]2[CH:20]=[CH:19][CH:18]=[CH:17][CH:16]=2)[CH2:13][CH3:14])(=[O:10])=[O:9])=[CH:4][CH:3]=1.CN1CCOCC1.C(Cl)(=O)OCC(C)C.[N:46]1([NH2:52])[CH2:51][CH2:50][O:49][CH2:48][CH2:47]1. The catalyst is C1COCC1. The product is [Cl:1][C:2]1[CH:7]=[CH:6][C:5]([S:8]([N:11]([CH2:21][C:22]2[CH:23]=[CH:24][C:25]([C:26]([NH:52][N:46]3[CH2:51][CH2:50][O:49][CH2:48][CH2:47]3)=[O:27])=[CH:29][CH:30]=2)[C@H:12]([C:15]2[CH:20]=[CH:19][CH:18]=[CH:17][CH:16]=2)[CH2:13][CH3:14])(=[O:9])=[O:10])=[CH:4][CH:3]=1. The yield is 0.413. (3) The reactants are [Cl:1][C:2]1[C:10]2[N:9]=[C:8]3[N:11]([C:15]4[CH:20]=[CH:19][C:18]([Cl:21])=[CH:17][C:16]=4[Cl:22])[CH2:12][CH2:13][CH2:14][N:7]3[C:6]=2[C:5]([CH:23](O)[CH2:24][CH3:25])=[CH:4][CH:3]=1.COCCN(S(F)(F)[F:37])CCOC. The catalyst is C(#N)C.C(OCC)(=O)C. The product is [Cl:1][C:2]1[C:10]2[N:9]=[C:8]3[N:11]([C:15]4[CH:20]=[CH:19][C:18]([Cl:21])=[CH:17][C:16]=4[Cl:22])[CH2:12][CH2:13][CH2:14][N:7]3[C:6]=2[C:5]([CH:23]([F:37])[CH2:24][CH3:25])=[CH:4][CH:3]=1. The yield is 0.770. (4) The reactants are Br[C:2]1[CH:7]=[CH:6][C:5]([N:8]2[C:13](=[O:14])[C:12]3[CH:15]=[N:16][N:17]([CH3:18])[C:11]=3[N:10]=[C:9]2[CH2:19][C@@H:20]2[CH2:24][CH2:23][N:22]([C:25]([CH:27]3[CH2:29][CH2:28]3)=[O:26])[CH2:21]2)=[CH:4][CH:3]=1.CC1(C)C(C)(C)OB([C:38]2[CH:46]=[C:45]3[C:41]([CH:42]=[CH:43][NH:44]3)=[CH:40][CH:39]=2)O1.C([O-])([O-])=O.[Cs+].[Cs+]. The catalyst is C1C=CC(P(C2C=CC=CC=2)[C-]2C=CC=C2)=CC=1.C1C=CC(P(C2C=CC=CC=2)[C-]2C=CC=C2)=CC=1.Cl[Pd]Cl.[Fe+2].ClCCl. The product is [CH:27]1([C:25]([N:22]2[CH2:23][CH2:24][C@@H:20]([CH2:19][C:9]3[N:8]([C:5]4[CH:6]=[CH:7][C:2]([C:38]5[CH:46]=[C:45]6[C:41]([CH:42]=[CH:43][NH:44]6)=[CH:40][CH:39]=5)=[CH:3][CH:4]=4)[C:13](=[O:14])[C:12]4[CH:15]=[N:16][N:17]([CH3:18])[C:11]=4[N:10]=3)[CH2:21]2)=[O:26])[CH2:29][CH2:28]1. The yield is 0.660. (5) The reactants are [CH2:1]([C@H:8]1[CH2:12][O:11][C:10](=[O:13])[N:9]1[C:14](=[O:23])[CH2:15][C:16]1[CH:21]=[CH:20][C:19]([F:22])=[CH:18][CH:17]=1)[C:2]1[CH:7]=[CH:6][CH:5]=[CH:4][CH:3]=1.IC.[CH3:26][Si]([N-][Si](C)(C)C)(C)C.[Na+]. The catalyst is C1COCC1. The product is [CH2:1]([C@H:8]1[CH2:12][O:11][C:10](=[O:13])[N:9]1[C:14](=[O:23])[C@H:15]([C:16]1[CH:17]=[CH:18][C:19]([F:22])=[CH:20][CH:21]=1)[CH3:26])[C:2]1[CH:7]=[CH:6][CH:5]=[CH:4][CH:3]=1. The yield is 0.490. (6) The reactants are [Cl:1][C:2]1[CH:7]=[CH:6][CH:5]=[C:4](F)[C:3]=1[C:9]1[C:13]([C:14](C(N)C2C=CC(C(O)=O)=CC=2)=[O:15])=[C:12]([CH3:27])[O:11][N:10]=1.[OH-:28].[Na+].CN([CH:33]=[O:34])C. The catalyst is CO. The product is [Cl:1][C:2]1[C:3]2[C:9]3[C:13](=[C:12]([CH3:27])[O:11][N:10]=3)[C:14](=[O:15])[N:10]([CH2:9][C:3]3[CH:4]=[CH:5][C:6]([C:33]([OH:34])=[O:28])=[CH:7][CH:2]=3)[C:4]=2[CH:5]=[CH:6][CH:7]=1. The yield is 0.900. (7) The reactants are CO[C:3]([C:5]1[NH:6][N:7]=[C:8]([O:10][CH2:11][C:12]2[C:13]([C:17]3[CH:22]=[CH:21][C:20]([F:23])=[CH:19][N:18]=3)=[N:14][O:15][CH:16]=2)[CH:9]=1)=[O:4].COC(C1NN=C(OCC2C(C3C=CC=CC=3)=NOC=2C)C=1)=O.[NH2:47][N:48]1[CH2:53][CH2:52][O:51][CH2:50][CH2:49]1. No catalyst specified. The product is [N:48]1([NH:47][C:3]([C:5]2[NH:6][N:7]=[C:8]([O:10][CH2:11][C:12]3[C:13]([C:17]4[CH:22]=[CH:21][C:20]([F:23])=[CH:19][N:18]=4)=[N:14][O:15][CH:16]=3)[CH:9]=2)=[O:4])[CH2:53][CH2:52][O:51][CH2:50][CH2:49]1. The yield is 0.380. (8) The reactants are [CH3:1][O:2][N:3]([CH3:11])[C:4]([C:6]1[CH:10]=[CH:9][S:8][CH:7]=1)=[O:5].[Cl:12]N1C(=O)CCC1=O. The catalyst is CC(O)=O. The product is [Cl:12][C:9]1[S:8][CH:7]=[C:6]([C:4]([N:3]([O:2][CH3:1])[CH3:11])=[O:5])[CH:10]=1. The yield is 0.400. (9) The catalyst is CN(C=O)C.CCN(C(C)C)C(C)C. The product is [NH2:33][C:31]([C:30]1[CH:34]=[CH:35][C:36]([O:37][CH3:38])=[C:28]([NH:27][C:23]([C:21]2[N:22]=[C:18]([CH:15]3[CH2:14][CH2:13][N:12]([C:10]([NH:9][C:6]4[CH:5]=[CH:4][C:3]([N:2]([CH3:1])[CH3:26])=[CH:8][CH:7]=4)=[S:11])[CH2:17][CH2:16]3)[S:19][CH:20]=2)=[O:25])[CH:29]=1)=[O:32]. The yield is 0.750. The reactants are [CH3:1][N:2]([CH3:26])[C:3]1[CH:8]=[CH:7][C:6]([NH:9][C:10]([N:12]2[CH2:17][CH2:16][CH:15]([C:18]3[S:19][CH:20]=[C:21]([C:23]([OH:25])=O)[N:22]=3)[CH2:14][CH2:13]2)=[S:11])=[CH:5][CH:4]=1.[NH2:27][C:28]1[CH:29]=[C:30]([CH:34]=[CH:35][C:36]=1[O:37][CH3:38])[C:31]([NH2:33])=[O:32].CN(C(ON1N=NC2C=CC=CC1=2)=[N+](C)C)C.F[P-](F)(F)(F)(F)F. (10) The reactants are Br[C:2]1[CH:7]=[CH:6][C:5]([Cl:8])=[CH:4][C:3]=1[N+:9]([O-:11])=[O:10].[CH:12]([C:15]1[CH:20]=[CH:19][C:18]([OH:21])=[CH:17][CH:16]=1)([CH3:14])[CH3:13].C([O-])([O-])=O.[K+].[K+].O. The catalyst is CN(C=O)C. The product is [Cl:8][C:5]1[CH:6]=[CH:7][C:2]([O:21][C:18]2[CH:19]=[CH:20][C:15]([CH:12]([CH3:14])[CH3:13])=[CH:16][CH:17]=2)=[C:3]([N+:9]([O-:11])=[O:10])[CH:4]=1. The yield is 0.920.